From a dataset of Full USPTO retrosynthesis dataset with 1.9M reactions from patents (1976-2016). Predict the reactants needed to synthesize the given product. (1) Given the product [BrH:34].[C:1]([C:4]1[C:9]2[S:10][C:11]([C:14]([NH:16][C:17]3[CH:26]=[C:25]([C:27]([OH:30])([CH3:28])[CH3:29])[C:24]4[C:19](=[CH:20][CH:21]=[CH:22][CH:23]=4)[N:18]=3)=[O:15])=[C:12]([CH3:13])[C:8]=2[C:7]([CH2:31][O:32][CH3:33])=[CH:6][CH:5]=1)(=[O:3])[CH3:2], predict the reactants needed to synthesize it. The reactants are: [C:1]([C:4]1[C:9]2[S:10][C:11]([C:14]([NH:16][C:17]3[CH:26]=[C:25]([C:27]([OH:30])([CH3:29])[CH3:28])[C:24]4[C:19](=[CH:20][CH:21]=[CH:22][CH:23]=4)[N:18]=3)=[O:15])=[C:12]([CH3:13])[C:8]=2[C:7]([CH2:31][O:32][CH3:33])=[CH:6][CH:5]=1)(=[O:3])[CH3:2].[BrH:34]. (2) Given the product [NH2:32][C:28]1[CH:27]=[C:26]([C:13]2[C:12]3[C:16](=[CH:17][C:9]([C:6]4[CH:5]=[CH:4][C:3]([O:2][CH3:1])=[CH:8][CH:7]=4)=[CH:10][CH:11]=3)[N:15]([C:18]3[N:23]=[CH:22][N:21]=[C:20]([NH:24][CH3:25])[CH:19]=3)[CH:14]=2)[CH:31]=[CH:30][CH:29]=1, predict the reactants needed to synthesize it. The reactants are: [CH3:1][O:2][C:3]1[CH:8]=[CH:7][C:6]([C:9]2[CH:17]=[C:16]3[C:12]([C:13]([C:26]4[CH:31]=[CH:30][CH:29]=[C:28]([N+:32]([O-])=O)[CH:27]=4)=[CH:14][N:15]3[C:18]3[N:23]=[CH:22][N:21]=[C:20]([NH:24][CH3:25])[CH:19]=3)=[CH:11][CH:10]=2)=[CH:5][CH:4]=1. (3) Given the product [Cl:1][C:2]1[CH:3]=[C:4]2[C:10]([C:11]3[N:16]=[C:15]([NH:17][C@H:18]4[CH2:22][CH2:21][N:20]([C:34]([CH:30]5[O:31][CH2:32][CH2:33][NH:28][CH2:29]5)=[O:35])[CH2:19]4)[C:14]([F:27])=[CH:13][N:12]=3)=[CH:9][NH:8][C:5]2=[N:6][CH:7]=1, predict the reactants needed to synthesize it. The reactants are: [Cl:1][C:2]1[CH:3]=[C:4]2[C:10]([C:11]3[N:16]=[C:15]([NH:17][C@H:18]4[CH2:22][CH2:21][N:20](S(C)(=O)=O)[CH2:19]4)[C:14]([F:27])=[CH:13][N:12]=3)=[CH:9][NH:8][C:5]2=[N:6][CH:7]=1.[NH:28]1[CH2:33][CH2:32][O:31][CH:30]([C:34](O)=[O:35])[CH2:29]1. (4) Given the product [Cl:39][C:37]1[C:30]([NH:31][C:13]([C:12]2[N:8]([C:3]3[C:2]([Cl:1])=[CH:7][CH:6]=[CH:5][N:4]=3)[N:9]=[C:10]([C:16]([F:19])([F:18])[F:17])[CH:11]=2)=[O:15])=[C:29]([C:34]([NH:49][CH:46]([CH3:48])[CH3:47])=[O:35])[CH:28]=[C:27]([Cl:26])[N:38]=1, predict the reactants needed to synthesize it. The reactants are: [Cl:1][C:2]1[C:3]([N:8]2[C:12]([C:13]([OH:15])=O)=[CH:11][C:10]([C:16]([F:19])([F:18])[F:17])=[N:9]2)=[N:4][CH:5]=[CH:6][CH:7]=1.C(Cl)(=O)C(Cl)=O.[Cl:26][C:27]1[N:38]=[C:37]([Cl:39])[C:30]2[NH:31]C(=O)O[C:34](=[O:35])[C:29]=2[CH:28]=1.N1C=CC=CC=1.[CH:46]([NH2:49])([CH3:48])[CH3:47]. (5) Given the product [NH2:15][C:7]1[CH:6]=[C:5]([CH2:4][OH:3])[CH:10]=[C:9]([S:11]([CH3:14])(=[O:13])=[O:12])[CH:8]=1, predict the reactants needed to synthesize it. The reactants are: C([O:3][C:4](=O)[C:5]1[CH:10]=[C:9]([S:11]([CH3:14])(=[O:13])=[O:12])[CH:8]=[C:7]([NH2:15])[CH:6]=1)C.[H-].[Al+3].[Li+].[H-].[H-].[H-].Cl.[Cl-].[NH4+]. (6) Given the product [O:1]1[C:5]2[CH:6]=[CH:7][C:8]([C:10]3([CH2:16][NH:19][CH3:18])[CH2:15][CH2:14][CH2:13][CH2:12][CH2:11]3)=[CH:9][C:4]=2[O:3][CH2:2]1, predict the reactants needed to synthesize it. The reactants are: [O:1]1[C:5]2[CH:6]=[CH:7][C:8]([C:10]3([CH:16]=O)[CH2:15][CH2:14][CH2:13][CH2:12][CH2:11]3)=[CH:9][C:4]=2[O:3][CH2:2]1.[CH3:18][NH2:19]. (7) Given the product [ClH:29].[I:1][C:2]1[C:3]2[C:7]([CH:8]=[CH:9][CH:10]=1)=[N:6][N:14]1[C:13]([CH:15]3[CH2:20][CH2:19][NH:18][CH2:17][CH2:16]3)=[CH:12][C:11](=[O:28])[NH:5][C:4]=21, predict the reactants needed to synthesize it. The reactants are: [I:1][C:2]1[C:3]2[C:7]([CH:8]=[CH:9][CH:10]=1)=[N:6][N:5]1[C:11](=[O:28])[CH:12]=[C:13]([CH:15]3[CH2:20][CH2:19][N:18](C(OC(C)(C)C)=O)[CH2:17][CH2:16]3)[NH:14][C:4]=21.[ClH:29]. (8) Given the product [CH2:7]([N:5]([CH3:6])[CH2:3][C@H:2]([NH2:1])[CH3:14])[C:8]1[CH:13]=[CH:12][CH:11]=[CH:10][CH:9]=1, predict the reactants needed to synthesize it. The reactants are: [NH2:1][C@H:2]([CH3:14])[C:3]([N:5]([CH2:7][C:8]1[CH:13]=[CH:12][CH:11]=[CH:10][CH:9]=1)[CH3:6])=O.[H-].[H-].[H-].[H-].[Li+].[Al+3].O.[OH-].[Na+].